This data is from Full USPTO retrosynthesis dataset with 1.9M reactions from patents (1976-2016). The task is: Predict the reactants needed to synthesize the given product. (1) Given the product [CH3:25][O:24][C:19]1[CH:20]=[CH:21][CH:22]=[CH:23][C:18]=1[C:15]1[CH:16]=[CH:17][N:13]([CH2:12][CH2:11][CH2:10][CH2:9][CH2:8][CH2:7][C:6]([OH:26])=[O:5])[N:14]=1, predict the reactants needed to synthesize it. The reactants are: [OH-].[Na+].C([O:5][C:6](=[O:26])[CH2:7][CH2:8][CH2:9][CH2:10][CH2:11][CH2:12][N:13]1[CH:17]=[CH:16][C:15]([C:18]2[CH:23]=[CH:22][CH:21]=[CH:20][C:19]=2[O:24][CH3:25])=[N:14]1)C. (2) Given the product [CH3:1][N:2]([CH3:18])[CH2:3][CH2:4][N:5]1[C:14]2[C:9](=[CH:10][CH:11]=[C:12]([NH2:15])[CH:13]=2)[CH2:8][CH2:7][CH2:6]1, predict the reactants needed to synthesize it. The reactants are: [CH3:1][N:2]([CH3:18])[CH2:3][CH2:4][N:5]1[C:14]2[C:9](=[CH:10][CH:11]=[C:12]([N+:15]([O-])=O)[CH:13]=2)[CH2:8][CH2:7][CH2:6]1. (3) Given the product [CH2:11]([CH:10]([NH:18][C:19]([C:21]1[CH:26]=[N:25][CH:24]=[CH:23][N:22]=1)=[O:20])[C:9]([NH:8][CH:4]([C:5]([N:46]([CH3:45])[NH:47][CH3:48])=[O:7])[CH2:3][CH:2]([CH3:28])[CH3:1])=[O:27])[C:12]1[CH:17]=[CH:16][CH:15]=[CH:14][CH:13]=1, predict the reactants needed to synthesize it. The reactants are: [CH3:1][CH:2]([CH3:28])[CH2:3][CH:4]([NH:8][C:9](=[O:27])[CH:10]([NH:18][C:19]([C:21]1[CH:26]=[N:25][CH:24]=[CH:23][N:22]=1)=[O:20])[CH2:11][C:12]1[CH:17]=[CH:16][CH:15]=[CH:14][CH:13]=1)[C:5]([OH:7])=O.CN1CCOCC1.ClC(OCC(C)C)=O.Cl.[CH3:45][NH:46][NH:47][CH3:48].